This data is from Catalyst prediction with 721,799 reactions and 888 catalyst types from USPTO. The task is: Predict which catalyst facilitates the given reaction. Reactant: [CH2:1]([O:3][C:4](=[O:15])[C:5]1[CH:10]=[CH:9][C:8]([Br:11])=[C:7]([CH:12](Br)Br)[CH:6]=1)[CH3:2].CC[OH:18]. Product: [CH2:1]([O:3][C:4](=[O:15])[C:5]1[CH:10]=[CH:9][C:8]([Br:11])=[C:7]([CH:12]=[O:18])[CH:6]=1)[CH3:2]. The catalyst class is: 716.